From a dataset of Reaction yield outcomes from USPTO patents with 853,638 reactions. Predict the reaction yield, written as a fraction of the theoretical maximum amount of product (1.0 means a 100% yield; for example, 0.34 means a 34% yield). (1) The reactants are Br[CH2:2][C:3]1[CH:8]=[CH:7][C:6]([O:9][CH3:10])=[CH:5][C:4]=1[CH2:11]Br.[OH-].[Na+].C1(C)C=CC=CC=1.[CH2:22]([NH2:29])[C:23]1[CH:28]=[CH:27][CH:26]=[CH:25][CH:24]=1. The catalyst is [Cl-].C([N+](CC)(CC)CC)C1C=CC=CC=1.C(OCC)(=O)C. The product is [CH2:22]([N:29]1[CH2:11][C:4]2[C:3](=[CH:8][CH:7]=[C:6]([O:9][CH3:10])[CH:5]=2)[CH2:2]1)[C:23]1[CH:28]=[CH:27][CH:26]=[CH:25][CH:24]=1. The yield is 0.710. (2) The reactants are [CH3:1][C:2]1[CH:3]=[CH:4][C:5]([N+:11]([O-:13])=[O:12])=[C:6]([CH:10]=1)[C:7]([OH:9])=[O:8].Br[N:15]1C(C)(C)C(=O)N(Br)[C:16]1=O. The catalyst is N(C(C)(C)C#N)=NC(C)(C)C#N.ClC1C=CC=CC=1. The product is [CH3:16][NH:15][CH2:1][C:2]1[CH:3]=[CH:4][C:5]([N+:11]([O-:13])=[O:12])=[C:6]([CH:10]=1)[C:7]([OH:9])=[O:8]. The yield is 0.520. (3) The reactants are [F:1][C:2]([F:32])([F:31])[C:3]1[CH:4]=[C:5]([CH:24]=[C:25]([C:27]([F:30])([F:29])[F:28])[CH:26]=1)[C:6]([N:8]1[CH2:13][CH2:12][C:11](=O)[CH2:10][CH:9]1[CH2:15][C:16]1[CH:21]=[C:20]([F:22])[CH:19]=[C:18]([F:23])[CH:17]=1)=[O:7].[CH3:33][C:34]1[CH:39]=[CH:38][CH:37]=[C:36]([CH3:40])[C:35]=1[NH:41][C:42](=[O:50])[CH2:43][N:44]1[CH2:49][CH2:48][NH:47][CH2:46][CH2:45]1.[BH4-].[Na+].C(O)C. The catalyst is CC(O)C.CC(C)[O-].[Ti+4].CC(C)[O-].CC(C)[O-].CC(C)[O-].C(Cl)Cl.O. The product is [F:31][C:2]([F:1])([F:32])[C:3]1[CH:4]=[C:5]([CH:24]=[C:25]([C:27]([F:30])([F:29])[F:28])[CH:26]=1)[C:6]([N:8]1[CH2:13][CH2:12][C@H:11]([N:47]2[CH2:48][CH2:49][N:44]([CH2:43][C:42]([NH:41][C:35]3[C:36]([CH3:40])=[CH:37][CH:38]=[CH:39][C:34]=3[CH3:33])=[O:50])[CH2:45][CH2:46]2)[CH2:10][C@@H:9]1[CH2:15][C:16]1[CH:17]=[C:18]([F:23])[CH:19]=[C:20]([F:22])[CH:21]=1)=[O:7]. The yield is 0.0800.